This data is from Forward reaction prediction with 1.9M reactions from USPTO patents (1976-2016). The task is: Predict the product of the given reaction. Given the reactants [NH2:1][C:2]1[CH:6]=[C:5]([C:7]#[C:8][C:9]([CH3:12])([CH3:11])[CH3:10])[S:4][C:3]=1[C:13]([O:15][CH3:16])=[O:14].C(O)(=O)C.[CH3:21][N:22]1[CH:26]=[C:25]([CH:27]=O)[CH:24]=[N:23]1.C(O[BH-](OC(=O)C)OC(=O)C)(=O)C.[Na+].C([O-])(O)=O.[Na+], predict the reaction product. The product is: [CH3:10][C:9]([CH3:11])([CH3:12])[C:8]#[C:7][C:5]1[S:4][C:3]([C:13]([O:15][CH3:16])=[O:14])=[C:2]([NH:1][CH2:27][C:25]2[CH:24]=[N:23][N:22]([CH3:21])[CH:26]=2)[CH:6]=1.